Predict the product of the given reaction. From a dataset of Forward reaction prediction with 1.9M reactions from USPTO patents (1976-2016). (1) The product is: [C:15]([O:14][C:12]([N:21]1[CH2:22][CH2:23][C:24]2[C:29](=[CH:28][CH:27]=[CH:26][CH:25]=2)[CH:20]1[CH2:30][C:31]([OH:33])=[O:32])=[O:13])([CH3:18])([CH3:17])[CH3:16]. Given the reactants COC(=O)C[C@@H](N[C:12]([O:14][C:15]([CH3:18])([CH3:17])[CH3:16])=[O:13])C1C=COC=1.[CH:20]1([CH2:30][C:31]([OH:33])=[O:32])[C:29]2[C:24](=[CH:25][CH:26]=[CH:27][CH:28]=2)[CH2:23][CH2:22][NH:21]1, predict the reaction product. (2) Given the reactants [CH3:1][O:2][C:3]1[CH:4]=[C:5]([C:11]([C:13]2[CH:18]=[CH:17][C:16]([O:19][CH3:20])=[C:15]([O:21][CH3:22])[C:14]=2[OH:23])=[O:12])[CH:6]=[C:7]([O:9][CH3:10])[CH:8]=1.IC.[C:26]([O-])([O-])=O.[Na+].[Na+], predict the reaction product. The product is: [CH3:1][O:2][C:3]1[CH:4]=[C:5]([C:11]([C:13]2[CH:18]=[CH:17][C:16]([O:19][CH3:20])=[C:15]([O:21][CH3:22])[C:14]=2[O:23][CH3:26])=[O:12])[CH:6]=[C:7]([O:9][CH3:10])[CH:8]=1. (3) Given the reactants Cl[C:2]1[CH:7]=[CH:6][N:5]=[C:4]([S:8][CH3:9])[N:3]=1.[IH:10], predict the reaction product. The product is: [I:10][C:2]1[CH:7]=[CH:6][N:5]=[C:4]([S:8][CH3:9])[N:3]=1.